Dataset: Forward reaction prediction with 1.9M reactions from USPTO patents (1976-2016). Task: Predict the product of the given reaction. (1) Given the reactants [NH2:1][CH2:2][CH:3]1[CH2:8][CH2:7][C:6]([N:15]([CH3:17])[CH3:16])([C:9]2[CH:14]=[CH:13][CH:12]=[CH:11][CH:10]=2)[CH2:5][CH2:4]1.[Cl-].COC1N=C(OC)N=C([N+]2(C)CCOCC2)N=1.[N:36]1([CH2:45][CH2:46][C:47](O)=[O:48])[C:44]2[C:39](=[CH:40][CH:41]=[CH:42][CH:43]=2)[CH:38]=[CH:37]1, predict the reaction product. The product is: [CH3:16][N:15]([CH3:17])[C:6]1([C:9]2[CH:10]=[CH:11][CH:12]=[CH:13][CH:14]=2)[CH2:5][CH2:4][CH:3]([CH2:2][NH:1][C:47](=[O:48])[CH2:46][CH2:45][N:36]2[C:44]3[C:39](=[CH:40][CH:41]=[CH:42][CH:43]=3)[CH:38]=[CH:37]2)[CH2:8][CH2:7]1. (2) Given the reactants [NH2:1][C:2]1[N:3]=[C:4]2[N:9]([C:10](=[O:12])[CH:11]=1)[CH2:8][CH2:7][CH2:6][S:5]2.[OH-:13].[Na+], predict the reaction product. The product is: [NH2:1][C:2]1[NH:3][C:4](=[O:13])[N:9]([CH2:8][CH2:7][CH2:6][SH:5])[C:10](=[O:12])[CH:11]=1.